Dataset: Full USPTO retrosynthesis dataset with 1.9M reactions from patents (1976-2016). Task: Predict the reactants needed to synthesize the given product. (1) Given the product [NH2:1][C@H:4]1[CH2:9][CH2:8][CH2:7][CH2:6][C@H:5]1[N:10]1[CH2:14][CH2:13][C@@H:12]([NH:15][C:16](=[O:31])[CH2:17][NH:18][C:19](=[O:30])[C:20]2[CH:25]=[CH:24][CH:23]=[C:22]([C:26]([F:28])([F:29])[F:27])[CH:21]=2)[CH2:11]1, predict the reactants needed to synthesize it. The reactants are: [N:1]([C@H:4]1[CH2:9][CH2:8][CH2:7][CH2:6][C@H:5]1[N:10]1[CH2:14][CH2:13][C@@H:12]([NH:15][C:16](=[O:31])[CH2:17][NH:18][C:19](=[O:30])[C:20]2[CH:25]=[CH:24][CH:23]=[C:22]([C:26]([F:29])([F:28])[F:27])[CH:21]=2)[CH2:11]1)=[N+]=[N-]. (2) Given the product [Br:19][C:15]1[C:14]([CH3:18])=[C:10]([C:9]([NH:8][C:6]([O:5][C:1]([CH3:4])([CH3:3])[CH3:2])=[O:7])=[CH:17][CH:16]=1)[C:11]([OH:13])=[O:12], predict the reactants needed to synthesize it. The reactants are: [C:1]([O:5][C:6]([NH:8][C:9]1[CH:17]=[CH:16][CH:15]=[C:14]([CH3:18])[C:10]=1[C:11]([OH:13])=[O:12])=[O:7])([CH3:4])([CH3:3])[CH3:2].[Br-:19].[Br-].[Br-].C([N+](CCCC)(CCCC)CCCC)CCC.C([N+](CCCC)(CCCC)CCCC)CCC.C([N+](CCCC)(CCCC)CCCC)CCC.O. (3) Given the product [Cl:8][C:6]1[CH:5]=[C:4]([S:9][C:10]2[N:14]([CH:27]([CH3:29])[CH3:28])[N:13]=[C:12]([CH3:15])[C:11]=2[C:16]([C:18]2[CH:23]=[CH:22][CH:21]=[CH:20][CH:19]=2)=[O:17])[CH:3]=[C:2]([Cl:1])[CH:7]=1, predict the reactants needed to synthesize it. The reactants are: [Cl:1][C:2]1[CH:3]=[C:4]([S:9][C:10]2[NH:14][N:13]=[C:12]([CH3:15])[C:11]=2[C:16]([C:18]2[CH:23]=[CH:22][CH:21]=[CH:20][CH:19]=2)=[O:17])[CH:5]=[C:6]([Cl:8])[CH:7]=1.[H-].[Na+].I[CH:27]([CH3:29])[CH3:28].O.